This data is from Full USPTO retrosynthesis dataset with 1.9M reactions from patents (1976-2016). The task is: Predict the reactants needed to synthesize the given product. Given the product [C:1]([O:5][C:6](=[O:31])[NH:7][C:8]1[C:9]([C:13]2[CH:14]=[CH:15][C:16]([CH2:19][CH2:20][C:21]3[CH:22]=[CH:23][C:24]([S:27]([CH3:30])(=[O:29])=[O:28])=[CH:25][CH:26]=3)=[CH:17][CH:18]=2)=[N:10][O:11][CH:12]=1)([CH3:4])([CH3:3])[CH3:2], predict the reactants needed to synthesize it. The reactants are: [C:1]([O:5][C:6](=[O:31])[NH:7][C:8]1[C:9]([C:13]2[CH:18]=[CH:17][C:16](/[CH:19]=[CH:20]\[C:21]3[CH:26]=[CH:25][C:24]([S:27]([CH3:30])(=[O:29])=[O:28])=[CH:23][CH:22]=3)=[CH:15][CH:14]=2)=[N:10][O:11][CH:12]=1)([CH3:4])([CH3:3])[CH3:2].C(N(CC)CC)C.